This data is from Peptide-MHC class I binding affinity with 185,985 pairs from IEDB/IMGT. The task is: Regression. Given a peptide amino acid sequence and an MHC pseudo amino acid sequence, predict their binding affinity value. This is MHC class I binding data. (1) The peptide sequence is GIVQQQQQL. The MHC is HLA-A02:01 with pseudo-sequence HLA-A02:01. The binding affinity (normalized) is 0.199. (2) The MHC is HLA-A69:01 with pseudo-sequence HLA-A69:01. The binding affinity (normalized) is 0.483. The peptide sequence is WYYDFHFFV. (3) The peptide sequence is YMLVLAEALI. The MHC is HLA-A02:02 with pseudo-sequence HLA-A02:02. The binding affinity (normalized) is 0.568. (4) The peptide sequence is NMVSDTIMK. The MHC is HLA-A31:01 with pseudo-sequence HLA-A31:01. The binding affinity (normalized) is 0.0329.